From a dataset of Full USPTO retrosynthesis dataset with 1.9M reactions from patents (1976-2016). Predict the reactants needed to synthesize the given product. (1) Given the product [CH2:16]([C@H:15]1[N:12]([C:9]2[CH:10]=[CH:11][C:6]([C:5]([F:25])([F:24])[F:4])=[CH:7][CH:8]=2)[C:13](=[O:23])[CH2:14]1)[CH3:17], predict the reactants needed to synthesize it. The reactants are: C[O-].[Na+].[F:4][C:5]([F:25])([F:24])[C:6]1[CH:11]=[CH:10][C:9]([NH:12][C:13](=[O:23])[CH2:14][C@@H:15](OS(C)(=O)=O)[CH2:16][CH3:17])=[CH:8][CH:7]=1.O. (2) Given the product [CH2:43]([C@H:42]1[N:41]([C:39]([O:38][C:34]([CH3:36])([CH3:35])[CH3:37])=[O:40])[CH2:49][C:50]2([CH2:51][CH2:52]2)[N:53]([C:54]([O:55][CH2:56][C:57]2[CH:62]=[CH:61][CH:60]=[CH:59][CH:58]=2)=[O:63])[CH2:47]1)[CH:44]([CH3:46])[CH3:45], predict the reactants needed to synthesize it. The reactants are: C1(P(C2C=CC=CC=2)C2C=CC=CC=2)C=CC=CC=1.N(C(OC(C)C)=O)=NC(OC(C)C)=O.[C:34]([O:38][C:39]([N:41]([CH2:49][C:50]1([NH:53][C:54](=[O:63])[O:55][CH2:56][C:57]2[CH:62]=[CH:61][CH:60]=[CH:59][CH:58]=2)[CH2:52][CH2:51]1)[C@@H:42]([CH2:47]O)[CH2:43][CH:44]([CH3:46])[CH3:45])=[O:40])([CH3:37])([CH3:36])[CH3:35]. (3) Given the product [NH2:1][C:2]1[C:11]2[C:6](=[C:7]([C:24]3[CH:25]=[C:20]([Cl:19])[CH:21]=[CH:22][C:23]=3[Cl:26])[CH:8]=[CH:9][CH:10]=2)[N:5]=[N:4][C:3]=1[C:13]([NH:15][CH2:16][CH2:17][CH3:18])=[O:14], predict the reactants needed to synthesize it. The reactants are: [NH2:1][C:2]1[C:11]2[C:6](=[C:7](Br)[CH:8]=[CH:9][CH:10]=2)[N:5]=[N:4][C:3]=1[C:13]([NH:15][CH2:16][CH2:17][CH3:18])=[O:14].[Cl:19][C:20]1[CH:25]=[CH:24][C:23]([Cl:26])=[CH:22][C:21]=1B(O)O. (4) Given the product [F:8][C:9]1[CH:10]=[C:11]([C:12]([O:13][CH3:21])=[C:2]([C:1]#[N:5])[C:3]#[N:4])[CH:15]=[C:16]([O:18][CH3:19])[CH:17]=1, predict the reactants needed to synthesize it. The reactants are: [C:1](#[N:5])[CH2:2][C:3]#[N:4].[H-].[Na+].[F:8][C:9]1[CH:10]=[C:11]([CH:15]=[C:16]([O:18][CH3:19])[CH:17]=1)[C:12](Cl)=[O:13].Cl.[CH2:21]1COCC1. (5) Given the product [Cl:8][C:9]1[C:17]2[C:16]([NH:18][C:19]3[C:27]4[C:22](=[CH:23][N:24]=[CH:25][CH:26]=4)[O:21][C:20]=3[C:28]3[N:33]=[CH:32][CH:31]=[CH:30][N:29]=3)=[CH:15][CH:14]=[C:13]([Cl:34])[C:12]=2[NH:11][N:10]=1, predict the reactants needed to synthesize it. The reactants are: C(O)(C(F)(F)F)=O.[Cl:8][C:9]1[C:17]2[C:12](=[C:13]([Cl:34])[CH:14]=[CH:15][C:16]=2[NH:18][C:19]2[C:27]3[C:22](=[CH:23][N:24]=[CH:25][CH:26]=3)[O:21][C:20]=2[C:28]2[N:33]=[CH:32][CH:31]=[CH:30][N:29]=2)[N:11](C(OC(C)(C)C)=O)[N:10]=1. (6) Given the product [ClH:1].[Cl:1][C:2]1[CH:3]=[CH:4][C:5]([O:18][CH2:19][C:20]2[CH:25]=[CH:24][CH:23]=[CH:22][CH:21]=2)=[C:6]([CH2:8][N:9]2[C:13]([CH3:14])=[CH:12][C:11]([C:15]3[NH:32][C:28]4[C:27]([N:33]=3)=[N:26][CH:31]=[CH:30][CH:29]=4)=[N:10]2)[CH:7]=1, predict the reactants needed to synthesize it. The reactants are: [Cl:1][C:2]1[CH:3]=[CH:4][C:5]([O:18][CH2:19][C:20]2[CH:25]=[CH:24][CH:23]=[CH:22][CH:21]=2)=[C:6]([CH2:8][N:9]2[C:13]([CH3:14])=[CH:12][C:11]([C:15](O)=O)=[N:10]2)[CH:7]=1.[N:26]1[CH:31]=[CH:30][CH:29]=[C:28]([NH2:32])[C:27]=1[NH2:33].